Dataset: Forward reaction prediction with 1.9M reactions from USPTO patents (1976-2016). Task: Predict the product of the given reaction. (1) Given the reactants [Si]([O:8][CH2:9][CH2:10][O:11][C:12]1[C:17]([O:18][CH2:19][C:20]2[C:25]([O:26][CH3:27])=[CH:24][CH:23]=[CH:22][C:21]=2[F:28])=[CH:16][C:15]([N:29]2[C:37](=[O:38])[NH:36][C:35]3[C:30]2=[N:31][C:32]([CH:41]([C:47]([O:49][CH2:50][CH3:51])=[O:48])[C:42]([O:44][CH2:45][CH3:46])=[O:43])=[N:33][C:34]=3[O:39][CH3:40])=[C:14]([Cl:52])[CH:13]=1)(C(C)(C)C)(C)C.[Si](OCCOC1C(OCC2C(OC)=CC=CC=2F)=CC(N)=C(Cl)C=1)(C(C)(C)C)(C)C.[F-].C([N+](CCCC)(CCCC)CCCC)CCC, predict the reaction product. The product is: [Cl:52][C:14]1[CH:13]=[C:12]([O:11][CH2:10][CH2:9][OH:8])[C:17]([O:18][CH2:19][C:20]2[C:25]([O:26][CH3:27])=[CH:24][CH:23]=[CH:22][C:21]=2[F:28])=[CH:16][C:15]=1[N:29]1[C:37](=[O:38])[NH:36][C:35]2[C:30]1=[N:31][C:32]([CH:41]([C:42]([O:44][CH2:45][CH3:46])=[O:43])[C:47]([O:49][CH2:50][CH3:51])=[O:48])=[N:33][C:34]=2[O:39][CH3:40]. (2) Given the reactants [C:1]1([CH:7]([C:25]2[CH:30]=[CH:29][CH:28]=[CH:27][CH:26]=2)[CH2:8][NH:9][CH2:10][CH2:11][C@@H:12]([CH3:24])[O:13][C:14]2[CH:15]=[C:16]([CH2:20][C:21]([OH:23])=[O:22])[CH:17]=[CH:18][CH:19]=2)[CH:6]=[CH:5][CH:4]=[CH:3][CH:2]=1.[F:31][C:32]1[C:39]([C:40]([F:43])([F:42])[F:41])=[CH:38][CH:37]=[CH:36][C:33]=1[CH:34]=O.COC(=O)C.[Cl:49]C1C(C(F)(F)F)=CC=CC=1C=O.Cl.CCOCC, predict the reaction product. The product is: [ClH:49].[F:31][C:32]1[C:39]([C:40]([F:41])([F:42])[F:43])=[CH:38][CH:37]=[CH:36][C:33]=1[CH2:34][N:9]([CH2:8][CH:7]([C:1]1[CH:2]=[CH:3][CH:4]=[CH:5][CH:6]=1)[C:25]1[CH:26]=[CH:27][CH:28]=[CH:29][CH:30]=1)[CH2:10][CH2:11][C@@H:12]([CH3:24])[O:13][C:14]1[CH:15]=[C:16]([CH2:20][C:21]([OH:23])=[O:22])[CH:17]=[CH:18][CH:19]=1. (3) Given the reactants C([O:8][C@H:9]1[C@H:14]([O:15]CC2C=CC=CC=2)[C@@H:13]([O:23]CC2C=CC=CC=2)[C@H:12]([C:31]2[CH:36]=[CH:35][C:34]([Cl:37])=[C:33]([CH2:38][C:39]3[CH:44]=[CH:43][C:42]([O:45][CH2:46][CH3:47])=[CH:41][CH:40]=3)[CH:32]=2)[O:11][C:10]1([CH2:49][OH:50])[CH3:48])C1C=CC=CC=1, predict the reaction product. The product is: [Cl:37][C:34]1[CH:35]=[CH:36][C:31]([C@@H:12]2[O:11][C:10]([CH2:49][OH:50])([CH3:48])[C@@H:9]([OH:8])[C@H:14]([OH:15])[C@H:13]2[OH:23])=[CH:32][C:33]=1[CH2:38][C:39]1[CH:40]=[CH:41][C:42]([O:45][CH2:46][CH3:47])=[CH:43][CH:44]=1. (4) Given the reactants C([N:8]1[CH2:15][CH2:14][C:10]2([CH2:13][NH:12][CH2:11]2)[CH2:9]1)C1C=CC=CC=1.[CH3:16][C:17]([O:20][C:21](O[C:21]([O:20][C:17]([CH3:19])([CH3:18])[CH3:16])=[O:22])=[O:22])([CH3:19])[CH3:18], predict the reaction product. The product is: [C:17]([O:20][C:21]([N:12]1[CH2:11][C:10]2([CH2:14][CH2:15][NH:8][CH2:9]2)[CH2:13]1)=[O:22])([CH3:19])([CH3:18])[CH3:16].